Dataset: Full USPTO retrosynthesis dataset with 1.9M reactions from patents (1976-2016). Task: Predict the reactants needed to synthesize the given product. (1) Given the product [O:21]1[C:22]2[CH:28]=[CH:27][CH:26]=[CH:25][C:23]=2[N:24]=[C:20]1[S:19][CH2:2][CH2:3][CH2:4][CH2:5][CH2:6][C:7]([NH:9][C:10]1[C:11]([S:17][CH3:18])=[N:12][C:13]([CH3:16])=[CH:14][CH:15]=1)=[O:8], predict the reactants needed to synthesize it. The reactants are: Br[CH2:2][CH2:3][CH2:4][CH2:5][CH2:6][C:7]([NH:9][C:10]1[C:11]([S:17][CH3:18])=[N:12][C:13]([CH3:16])=[CH:14][CH:15]=1)=[O:8].[SH:19][C:20]1[O:21][C:22]2[CH:28]=[CH:27][CH:26]=[CH:25][C:23]=2[N:24]=1.C1OCCOCCOCCOCCOCCOC1.C(=O)([O-])[O-].[K+].[K+]. (2) Given the product [CH3:39][C:34]1[CH:35]=[CH:36][CH:37]=[CH:38][C:33]=1[C:31]1[N:32]=[C:26]([CH:11]2[CH2:12][CH:13]([C:15]3[CH:20]=[CH:19][C:18]([O:21][C:22]([F:23])([F:25])[F:24])=[CH:17][CH:16]=3)[CH2:14][N:9]([C:7]([N:1]3[CH2:6][CH2:5][O:4][CH2:3][CH2:2]3)=[O:8])[CH2:10]2)[O:28][N:30]=1, predict the reactants needed to synthesize it. The reactants are: [N:1]1([C:7]([N:9]2[CH2:14][CH:13]([C:15]3[CH:20]=[CH:19][C:18]([O:21][C:22]([F:25])([F:24])[F:23])=[CH:17][CH:16]=3)[CH2:12][CH:11]([C:26]([OH:28])=O)[CH2:10]2)=[O:8])[CH2:6][CH2:5][O:4][CH2:3][CH2:2]1.O[NH:30][C:31]([C:33]1[CH:38]=[CH:37][CH:36]=[CH:35][C:34]=1[CH3:39])=[NH:32]. (3) Given the product [C:1]([O:5][C:6](=[O:21])[NH:7][C:8]1[CH:13]=[CH:12][C:11]([C:14]2[CH:15]=[CH:16][CH:17]=[CH:18][CH:19]=2)=[CH:10][C:9]=1[NH:20][C:30](=[O:31])[CH2:29][C:28]([C:24]1[S:25][CH:26]=[CH:27][C:23]=1[Cl:22])=[O:33])([CH3:4])([CH3:2])[CH3:3], predict the reactants needed to synthesize it. The reactants are: [C:1]([O:5][C:6](=[O:21])[NH:7][C:8]1[CH:13]=[CH:12][C:11]([C:14]2[CH:19]=[CH:18][CH:17]=[CH:16][CH:15]=2)=[CH:10][C:9]=1[NH2:20])([CH3:4])([CH3:3])[CH3:2].[Cl:22][C:23]1[CH:27]=[CH:26][S:25][C:24]=1[C:28]1[O:33]C(C)(C)[O:31][C:30](=O)[CH:29]=1. (4) Given the product [CH3:3][CH:2]([NH:4][CH2:5][CH:6]([OH:18])[C:7]1[CH:8]=[CH:9][C:10]([NH:13][S:14]([CH3:17])(=[O:16])=[O:15])=[CH:11][CH:12]=1)[CH3:1], predict the reactants needed to synthesize it. The reactants are: [CH3:1][CH:2]([NH:4][CH2:5][CH:6]([OH:18])[C:7]1[CH:8]=[CH:9][C:10]([NH:13][S:14]([CH3:17])(=[O:16])=[O:15])=[CH:11][CH:12]=1)[CH3:3].Cl. (5) Given the product [CH2:24]([N:26]([CH2:27][C:28]1[CH:29]=[CH:30][C:31]([OH:34])=[CH:32][CH:33]=1)[C:21](=[O:22])[CH2:20][N:9]([C:4]1[CH:5]=[CH:6][CH:7]=[CH:8][C:3]=1[O:2][CH3:1])[S:10]([C:13]1[C:14]([CH3:19])=[CH:15][CH:16]=[CH:17][CH:18]=1)(=[O:12])=[O:11])[CH3:25], predict the reactants needed to synthesize it. The reactants are: [CH3:1][O:2][C:3]1[CH:8]=[CH:7][CH:6]=[CH:5][C:4]=1[N:9]([CH2:20][C:21](O)=[O:22])[S:10]([C:13]1[C:14]([CH3:19])=[CH:15][CH:16]=[CH:17][CH:18]=1)(=[O:12])=[O:11].[CH2:24]([NH:26][CH2:27][C:28]1[CH:33]=[CH:32][C:31]([OH:34])=[CH:30][CH:29]=1)[CH3:25].